Dataset: CYP2C9 inhibition data for predicting drug metabolism from PubChem BioAssay. Task: Regression/Classification. Given a drug SMILES string, predict its absorption, distribution, metabolism, or excretion properties. Task type varies by dataset: regression for continuous measurements (e.g., permeability, clearance, half-life) or binary classification for categorical outcomes (e.g., BBB penetration, CYP inhibition). Dataset: cyp2c9_veith. (1) The result is 1 (inhibitor). The molecule is CC(C)(C)N(NC(=O)c1ccccc1)C(=O)c1cccc(C(=O)N(NC(=O)c2ccccc2)C(C)(C)C)c1. (2) The compound is CN(C)Cc1ccccc1-c1ccc2ncnc(NCc3cccs3)c2c1. The result is 0 (non-inhibitor). (3) The molecule is Cc1ccc(CC(=O)N2CC(C)OC(C)C2)cc1. The result is 0 (non-inhibitor). (4) The drug is COc1ccc(Oc2ncc3nc(-c4cc(F)cc(F)c4)c(=O)n(CCC#N)c3n2)cc1. The result is 1 (inhibitor). (5) The compound is Cc1cc(O)c(/C=N/Nc2cccc(Cl)c2)c(=O)o1. The result is 1 (inhibitor).